From a dataset of Reaction yield outcomes from USPTO patents with 853,638 reactions. Predict the reaction yield, written as a fraction of the theoretical maximum amount of product (1.0 means a 100% yield; for example, 0.34 means a 34% yield). (1) The reactants are [CH3:1][N:2]1[N:18]=[CH:17][C:16]2[NH:15][C:14](=[O:19])[C@H:13]([CH3:20])[CH2:12][CH2:11][CH2:10][C@H:9]([NH:21]C(=O)OC(C)(C)C)[C:8]3[CH:29]=[C:4]([CH:5]=[CH:6][CH:7]=3)[C:3]1=2.[ClH:30]. The catalyst is O1CCOCC1. The product is [ClH:30].[NH2:21][C@@H:9]1[C:8]2[CH:29]=[C:4]([CH:5]=[CH:6][CH:7]=2)[C:3]2[N:2]([CH3:1])[N:18]=[CH:17][C:16]=2[NH:15][C:14](=[O:19])[C@H:13]([CH3:20])[CH2:12][CH2:11][CH2:10]1. The yield is 0.950. (2) The reactants are [CH3:1][O:2][C:3]1[CH:8]=[CH:7][CH:6]=[C:5]([O:9][CH3:10])[C:4]=1[N:11]1[C:20](=[O:21])[C:19]2[C:14](=[CH:15][CH:16]=[CH:17][CH:18]=2)[N:13]=[C:12]1[CH3:22].OC1C(OC)=C(C=CC=1)C=O.[OH:34][C:35]1[C:42]([O:43][CH3:44])=[CH:41][CH:40]=[CH:39][C:36]=1[CH:37]=O. The catalyst is CC(O)=O. The product is [CH3:1][O:2][C:3]1[CH:8]=[CH:7][CH:6]=[C:5]([O:9][CH3:10])[C:4]=1[N:11]1[C:20](=[O:21])[C:19]2[C:14](=[CH:15][CH:16]=[CH:17][CH:18]=2)[N:13]=[C:12]1/[CH:22]=[CH:37]/[C:36]1[CH:39]=[CH:40][CH:41]=[C:42]([O:43][CH3:44])[C:35]=1[OH:34]. The yield is 0.400. (3) The reactants are C[N:2](C)[CH:3]=[CH:4][C:5]([C:7]1[C:12](=[O:13])[CH:11]=[CH:10][N:9]([C:14]2[CH:19]=[CH:18][CH:17]=[C:16]([C:20]([F:23])([F:22])[F:21])[CH:15]=2)[N:8]=1)=O.Cl.[CH3:26][CH:27]([CH3:31])[CH2:28][NH:29]N.CCN(CC)CC. The catalyst is C(O)C.Cl. The product is [CH3:26][CH:27]([CH3:31])[CH2:28][N:29]1[C:5]([C:7]2[C:12](=[O:13])[CH:11]=[CH:10][N:9]([C:14]3[CH:19]=[CH:18][CH:17]=[C:16]([C:20]([F:23])([F:22])[F:21])[CH:15]=3)[N:8]=2)=[CH:4][CH:3]=[N:2]1. The yield is 0.540. (4) The yield is 0.470. No catalyst specified. The reactants are FC1C=CC(C2C=NC(N3CCN(S(C[C@H](C(C)C)C(O)=O)(=O)=[O:21])CC3)=NC=2)=CC=1.C([C@@H]1COC(=O)N1[C:44](=[O:73])[CH:45]([CH2:49][S:50]([N:53]1[CH2:58][CH2:57][CH:56]([O:59][C:60]2[CH:65]=[CH:64][C:63]([C:66]3[CH:71]=[CH:70][C:69]([F:72])=[CH:68][CH:67]=3)=[CH:62][N:61]=2)[CH2:55][CH2:54]1)(=[O:52])=[O:51])[CH:46]([CH3:48])[CH3:47])C1C=CC=CC=1. The product is [F:72][C:69]1[CH:68]=[CH:67][C:66]([C:63]2[CH:64]=[CH:65][C:60]([O:59][CH:56]3[CH2:57][CH2:58][N:53]([S:50]([CH2:49][C@H:45]([CH:46]([CH3:47])[CH3:48])[C:44]([OH:73])=[O:21])(=[O:51])=[O:52])[CH2:54][CH2:55]3)=[N:61][CH:62]=2)=[CH:71][CH:70]=1. (5) The reactants are [S:1]1[CH:5]=[CH:4][CH:3]=[C:2]1[CH2:6][CH2:7][NH:8][C:9]([C:11]1([CH3:17])[CH2:16][CH2:15][CH2:14][CH2:13][CH2:12]1)=[O:10].[H-].[Na+].I[CH3:21]. The catalyst is CN(C=O)C.O. The product is [CH3:21][N:8]([CH2:7][CH2:6][C:2]1[S:1][CH:5]=[CH:4][CH:3]=1)[C:9]([C:11]1([CH3:17])[CH2:16][CH2:15][CH2:14][CH2:13][CH2:12]1)=[O:10]. The yield is 0.450. (6) The reactants are C([O:3][C:4]([C:6]1[S:10][C:9]([CH3:11])=[N:8][C:7]=1[N:12]([CH2:16][C:17]1[CH:22]=[CH:21][CH:20]=[CH:19][CH:18]=1)[C:13]([NH2:15])=[O:14])=O)C.C[O-].[Na+]. The catalyst is CO. The product is [CH2:16]([N:12]1[C:7]2[N:8]=[C:9]([CH3:11])[S:10][C:6]=2[C:4](=[O:3])[NH:15][C:13]1=[O:14])[C:17]1[CH:22]=[CH:21][CH:20]=[CH:19][CH:18]=1. The yield is 0.630. (7) The reactants are C[N:2]([CH3:19])[CH:3]=[CH:4][C:5]([C:7]1[CH:8]=[C:9]([N:13]([CH2:17][CH3:18])[C:14](=[O:16])[CH3:15])[CH:10]=[CH:11][CH:12]=1)=O.N[C:21]1[C:25]([C:26]#[N:27])=C[NH:23][N:22]=1.P(=O)(O)(O)O. The catalyst is O.CO. The product is [CH3:18][CH2:17][N:13]([C:14]([CH3:15])=[O:16])[C:9]1[CH:10]=[CH:11][CH:12]=[C:7]([C:5]2[N:23]3[N:22]=[CH:21][C:25]([C:26]#[N:27])=[C:19]3[N:2]=[CH:3][CH:4]=2)[CH:8]=1. The yield is 0.915.